Dataset: TCR-epitope binding with 47,182 pairs between 192 epitopes and 23,139 TCRs. Task: Binary Classification. Given a T-cell receptor sequence (or CDR3 region) and an epitope sequence, predict whether binding occurs between them. The epitope is NLVPMVATV. The TCR CDR3 sequence is CASSQEPGDEQFF. Result: 1 (the TCR binds to the epitope).